Dataset: Catalyst prediction with 721,799 reactions and 888 catalyst types from USPTO. Task: Predict which catalyst facilitates the given reaction. Reactant: [CH2:1]([N:8]1[CH2:13][CH2:12][C:11]([NH:17][C:18](=O)[C:19]2[CH:24]=[CH:23][C:22]([Br:25])=[CH:21][CH:20]=2)([C:14]([NH2:16])=[O:15])[CH2:10][CH2:9]1)[C:2]1[CH:7]=[CH:6][CH:5]=[CH:4][CH:3]=1.[OH-].[Na+]. Product: [CH2:1]([N:8]1[CH2:13][CH2:12][C:11]2([N:17]=[C:18]([C:19]3[CH:24]=[CH:23][C:22]([Br:25])=[CH:21][CH:20]=3)[NH:16][C:14]2=[O:15])[CH2:10][CH2:9]1)[C:2]1[CH:7]=[CH:6][CH:5]=[CH:4][CH:3]=1. The catalyst class is: 72.